Dataset: Forward reaction prediction with 1.9M reactions from USPTO patents (1976-2016). Task: Predict the product of the given reaction. (1) Given the reactants Br[C:2]1[C:3]([O:9][CH3:10])=[CH:4][C:5]([Cl:8])=[N:6][CH:7]=1.[CH3:11][N:12](C=O)C, predict the reaction product. The product is: [Cl:8][C:5]1[N:6]=[CH:7][C:2]([C:11]#[N:12])=[C:3]([O:9][CH3:10])[CH:4]=1. (2) The product is: [CH2:1]([O:3][CH:4]([O:7][CH2:8][CH3:9])[CH2:5][NH:6][CH2:11][CH2:12][O:13][CH:14]1[CH2:19][CH2:18][CH2:17][CH2:16][O:15]1)[CH3:2]. Given the reactants [CH2:1]([O:3][CH:4]([O:7][CH2:8][CH3:9])[CH2:5][NH2:6])[CH3:2].Br[CH2:11][CH2:12][O:13][CH:14]1[CH2:19][CH2:18][CH2:17][CH2:16][O:15]1, predict the reaction product. (3) The product is: [CH3:22][C:19]1([CH3:23])[O:18][CH:17]([CH2:16][N:11]([C:4]2[N:3]=[C:2]([C:33]3[CH:32]=[CH:31][C:30]([O:29][C:28]4[CH:27]=[CH:26][C:25]([F:24])=[CH:46][CH:45]=4)=[CH:35][CH:34]=3)[N:7]=[C:6]([C:8]([NH2:10])=[O:9])[CH:5]=2)[S:12]([CH3:15])(=[O:14])=[O:13])[CH2:21][O:20]1. Given the reactants Cl[C:2]1[N:7]=[C:6]([C:8]([NH2:10])=[O:9])[CH:5]=[C:4]([N:11]([CH2:16][CH:17]2[CH2:21][O:20][C:19]([CH3:23])([CH3:22])[O:18]2)[S:12]([CH3:15])(=[O:14])=[O:13])[N:3]=1.[F:24][C:25]1[CH:46]=[CH:45][C:28]([O:29][C:30]2[CH:35]=[CH:34][C:33](B3OC(C)(C)C(C)(C)O3)=[CH:32][CH:31]=2)=[CH:27][CH:26]=1.C([O-])([O-])=O.[Na+].[Na+], predict the reaction product. (4) Given the reactants Cl[C:2]1[NH:3][C:4](=[O:13])[C:5]2[C:10]([CH:11]=1)=[C:9]([Cl:12])[CH:8]=[CH:7][CH:6]=2.[CH3:14][N:15]([CH3:22])[CH:16]1[CH2:21][CH2:20][NH:19][CH2:18][CH2:17]1, predict the reaction product. The product is: [Cl:12][C:9]1[CH:8]=[CH:7][CH:6]=[C:5]2[C:10]=1[CH:11]=[C:2]([N:19]1[CH2:20][CH2:21][CH:16]([N:15]([CH3:22])[CH3:14])[CH2:17][CH2:18]1)[NH:3][C:4]2=[O:13]. (5) The product is: [S:13]([C:16]1[CH:22]=[CH:21][C:19]([CH3:20])=[CH:18][CH:17]=1)([O:9][CH2:8][CH2:7][C:6]1[CH:10]=[CH:11][CH:12]=[C:4]([N+:1]([O-:3])=[O:2])[CH:5]=1)(=[O:15])=[O:14]. Given the reactants [N+:1]([C:4]1[CH:5]=[C:6]([CH:10]=[CH:11][CH:12]=1)[CH2:7][CH2:8][OH:9])([O-:3])=[O:2].[S:13](Cl)([C:16]1[CH:22]=[CH:21][C:19]([CH3:20])=[CH:18][CH:17]=1)(=[O:15])=[O:14], predict the reaction product.